Dataset: Catalyst prediction with 721,799 reactions and 888 catalyst types from USPTO. Task: Predict which catalyst facilitates the given reaction. (1) Reactant: C1N=CN(C(N2C=NC=C2)=O)C=1.[C:13]([OH:22])(=[O:21])[C:14]1[C:15](=[CH:17][CH:18]=[CH:19][CH:20]=1)[OH:16].[CH2:23](O)[CH2:24][CH3:25].O. Product: [OH:16][C:15]1[CH:17]=[CH:18][CH:19]=[CH:20][C:14]=1[C:13]([O:22][CH2:23][CH2:24][CH3:25])=[O:21]. The catalyst class is: 3. (2) Reactant: [F:1][C:2]1[C:7]([S:8]([C:11]([F:14])([F:13])[F:12])(=[O:10])=[O:9])=[CH:6][CH:5]=[CH:4][C:3]=1[CH:15]1[CH2:20][CH2:19][NH:18][CH2:17][CH2:16]1.C(=O)([O-])[O-].[K+].[K+].I[CH2:28][CH2:29][OH:30]. Product: [F:1][C:2]1[C:7]([S:8]([C:11]([F:14])([F:13])[F:12])(=[O:9])=[O:10])=[CH:6][CH:5]=[CH:4][C:3]=1[CH:15]1[CH2:20][CH2:19][N:18]([CH2:28][CH2:29][OH:30])[CH2:17][CH2:16]1. The catalyst class is: 10. (3) Reactant: C(OC([NH:11][C@@H:12]([C:24]([NH:26][CH2:27][CH2:28][CH2:29][C@@H:30]([C:39]([NH:41][CH2:42][CH2:43][NH:44][C:45]([O:47][C:48]([CH3:51])([CH3:50])[CH3:49])=[O:46])=[O:40])[NH:31][C:32]([O:34][C:35]([CH3:38])([CH3:37])[CH3:36])=[O:33])=[O:25])[CH2:13][CH2:14][CH2:15][NH:16][C:17]([O:19][C:20]([CH3:23])([CH3:22])[CH3:21])=[O:18])=O)C1C=CC=CC=1. Product: [C:20]([O:19][C:17]([NH:16][CH2:15][CH2:14][CH2:13][C@H:12]([C:24]([NH:26][CH2:27][CH2:28][CH2:29][C@@H:30]([C:39]([NH:41][CH2:42][CH2:43][NH:44][C:45]([O:47][C:48]([CH3:51])([CH3:50])[CH3:49])=[O:46])=[O:40])[NH:31][C:32]([O:34][C:35]([CH3:38])([CH3:37])[CH3:36])=[O:33])=[O:25])[NH2:11])=[O:18])([CH3:21])([CH3:22])[CH3:23]. The catalyst class is: 29.